Dataset: Reaction yield outcomes from USPTO patents with 853,638 reactions. Task: Predict the reaction yield, written as a fraction of the theoretical maximum amount of product (1.0 means a 100% yield; for example, 0.34 means a 34% yield). (1) The reactants are [N:1]1[C:10]2[CH2:9][CH2:8][CH2:7][C@@H:6]([NH:11][C:12](=[O:14])[CH3:13])[C:5]=2[N:4]=[CH:3][CH:2]=1.[CH3:15][C:16]([O:19][C:20](O[C:20]([O:19][C:16]([CH3:18])([CH3:17])[CH3:15])=[O:21])=[O:21])([CH3:18])[CH3:17]. The catalyst is C(#N)C.CN(C1C=CN=CC=1)C. The product is [C:12]([N:11]([C@@H:6]1[CH2:7][CH2:8][CH2:9][C:10]2[N:1]=[CH:2][CH:3]=[N:4][C:5]1=2)[C:20](=[O:21])[O:19][C:16]([CH3:18])([CH3:17])[CH3:15])(=[O:14])[CH3:13]. The yield is 0.500. (2) The reactants are [F:1][C:2]([F:8])([F:7])[CH2:3][C:4](O)=[O:5].[CH2:9]([C@H:16]1[CH2:20][NH:19][C@H:18]([C:21]([NH:23][C:24]2[CH:29]=[CH:28][C:27]([O:30][C:31]3[CH:36]=[CH:35][C:34]([F:37])=[CH:33][CH:32]=3)=[CH:26][CH:25]=2)=[O:22])[CH2:17]1)[C:10]1[CH:15]=[CH:14][CH:13]=[CH:12][CH:11]=1. No catalyst specified. The product is [CH2:9]([C@H:16]1[CH2:20][N:19]([C:4](=[O:5])[CH2:3][C:2]([F:8])([F:7])[F:1])[C@H:18]([C:21]([NH:23][C:24]2[CH:29]=[CH:28][C:27]([O:30][C:31]3[CH:32]=[CH:33][C:34]([F:37])=[CH:35][CH:36]=3)=[CH:26][CH:25]=2)=[O:22])[CH2:17]1)[C:10]1[CH:11]=[CH:12][CH:13]=[CH:14][CH:15]=1. The yield is 0.306. (3) The yield is 0.750. The reactants are [CH2:1]([C:7]([OH:9])=[O:8])[C@H:2]([OH:6])[C:3]([OH:5])=[O:4].O.[C:11]1(C)[CH:16]=CC(S(O)(=O)=O)=C[CH:12]=1. The catalyst is COC(OC)(C)C. The product is [CH3:12][C:11]1([CH3:16])[O:6][C@@H:2]([CH2:1][C:7]([OH:9])=[O:8])[C:3](=[O:5])[O:4]1. (4) The reactants are C([O:4][CH2:5][C:6]#[C:7][CH2:8][CH2:9][CH2:10][C:11]([OH:13])=[O:12])(=O)C.[C:14](Cl)(=O)C.C(=O)(O)[O-].[Na+]. The catalyst is CO. The product is [CH3:14][O:13][C:11](=[O:12])[CH2:10][CH2:9][CH2:8][C:7]#[C:6][CH2:5][OH:4]. The yield is 0.920.